Dataset: Catalyst prediction with 721,799 reactions and 888 catalyst types from USPTO. Task: Predict which catalyst facilitates the given reaction. (1) Reactant: C([O:3][C:4]([C@@H:6]1[N:15]([C@H:16]([C:18]2[CH:23]=[CH:22][CH:21]=[CH:20][CH:19]=2)[CH3:17])[CH2:14][CH2:13][C:8]2([O:12][CH2:11][CH2:10][O:9]2)[CH2:7]1)=O)C.[H-].[H-].[H-].[H-].[Li+].[Al+3]. Product: [C:18]1([C@@H:16]([N:15]2[CH2:14][CH2:13][C:8]3([O:12][CH2:11][CH2:10][O:9]3)[CH2:7][C@@H:6]2[CH2:4][OH:3])[CH3:17])[CH:23]=[CH:22][CH:21]=[CH:20][CH:19]=1. The catalyst class is: 28. (2) Reactant: [Br-].[Li+].[F:3][C:4]([F:16])([C:9]1([C:12]([F:15])([F:14])[F:13])[CH2:11][O:10]1)[C:5]([F:8])([F:7])[F:6].[C:17](=[O:19])=[O:18]. Product: [C:17]1(=[O:18])[O:10][CH2:11][C:9]([C:12]([F:15])([F:14])[F:13])([C:4]([F:16])([F:3])[C:5]([F:8])([F:7])[F:6])[O:19]1. The catalyst class is: 60.